From a dataset of Catalyst prediction with 721,799 reactions and 888 catalyst types from USPTO. Predict which catalyst facilitates the given reaction. (1) Reactant: FC(F)(F)C(O)=O.C(OC([N:15]1[C:20]2[CH:21]=[C:22]([Cl:29])[C:23]([O:25][CH:26]([CH3:28])[CH3:27])=[CH:24][C:19]=2[O:18][CH:17]([C:30]([N:32]2[CH2:37][CH2:36][C:35]([C:46]#[N:47])([CH2:38][C:39]3[CH:44]=[CH:43][C:42]([F:45])=[CH:41][CH:40]=3)[CH2:34][CH2:33]2)=[O:31])[CH2:16]1)=O)(C)(C)C. Product: [Cl:29][C:22]1[C:23]([O:25][CH:26]([CH3:28])[CH3:27])=[CH:24][C:19]2[O:18][CH:17]([C:30]([N:32]3[CH2:33][CH2:34][C:35]([CH2:38][C:39]4[CH:40]=[CH:41][C:42]([F:45])=[CH:43][CH:44]=4)([C:46]#[N:47])[CH2:36][CH2:37]3)=[O:31])[CH2:16][NH:15][C:20]=2[CH:21]=1. The catalyst class is: 2. (2) Reactant: C[O:2][C:3](=[O:31])[C:4]1[CH:9]=[C:8]([NH:10][C:11](=[O:23])[CH2:12][CH2:13][NH:14][C:15]([C:17]2[S:18][C:19]([Cl:22])=[CH:20][CH:21]=2)=[O:16])[CH:7]=[CH:6][C:5]=1[N:24]1[CH2:29][CH2:28][O:27][CH2:26][C:25]1=[O:30].[OH-].[Na+]. Product: [Cl:22][C:19]1[S:18][C:17]([C:15]([NH:14][CH2:13][CH2:12][C:11]([NH:10][C:8]2[CH:7]=[CH:6][C:5]([N:24]3[CH2:29][CH2:28][O:27][CH2:26][C:25]3=[O:30])=[C:4]([CH:9]=2)[C:3]([OH:31])=[O:2])=[O:23])=[O:16])=[CH:21][CH:20]=1. The catalyst class is: 5.